Predict which catalyst facilitates the given reaction. From a dataset of Catalyst prediction with 721,799 reactions and 888 catalyst types from USPTO. Reactant: [Cl-].[Al+3].[Cl-].[Cl-].[C:5]1([CH3:14])[CH:10]=[CH:9][C:8]([C:11](Cl)=[O:12])=[CH:7][CH:6]=1.[C:15]1([S:21]([N:24]2[CH:28]=[CH:27][CH:26]=[CH:25]2)(=[O:23])=[O:22])[CH:20]=[CH:19][CH:18]=[CH:17][CH:16]=1. Product: [C:15]1([S:21]([N:24]2[CH:25]=[CH:26][C:27]([C:11]([C:8]3[CH:9]=[CH:10][C:5]([CH3:14])=[CH:6][CH:7]=3)=[O:12])=[CH:28]2)(=[O:23])=[O:22])[CH:16]=[CH:17][CH:18]=[CH:19][CH:20]=1. The catalyst class is: 344.